From a dataset of M1 muscarinic receptor agonist screen with 61,833 compounds. Binary Classification. Given a drug SMILES string, predict its activity (active/inactive) in a high-throughput screening assay against a specified biological target. (1) The molecule is O(c1c2c(n(CC)c(=O)c1)cccc2)CC(=O)Nc1cccnc1. The result is 0 (inactive). (2) The compound is O(CN(c1c(CC)cccc1C)C(=O)Cn1c2c(nc1CO)cccc2)CC. The result is 0 (inactive).